This data is from Peptide-MHC class II binding affinity with 134,281 pairs from IEDB. The task is: Regression. Given a peptide amino acid sequence and an MHC pseudo amino acid sequence, predict their binding affinity value. This is MHC class II binding data. (1) The peptide sequence is EKIEENGSMRVFVDVI. The MHC is DRB1_1501 with pseudo-sequence DRB1_1501. The binding affinity (normalized) is 0.399. (2) The peptide sequence is LVVAVGLRVVCA. The MHC is DRB1_0401 with pseudo-sequence DRB1_0401. The binding affinity (normalized) is 0.0595.